Dataset: Reaction yield outcomes from USPTO patents with 853,638 reactions. Task: Predict the reaction yield, written as a fraction of the theoretical maximum amount of product (1.0 means a 100% yield; for example, 0.34 means a 34% yield). (1) The reactants are [Br:1][C:2]1[CH:14]=[CH:13][C:12]2[C:11]3[C:6](=[CH:7][C:8]([Br:15])=[CH:9][CH:10]=3)[CH2:5][C:4]=2[CH:3]=1.[CH2:16](Br)[CH2:17][CH2:18][CH2:19][CH2:20][CH2:21][CH2:22][CH3:23]. No catalyst specified. The product is [Br:1][C:2]1[CH:14]=[CH:13][C:12]2[C:11]3[C:6](=[CH:7][C:8]([Br:15])=[CH:9][CH:10]=3)[C:5]([CH2:13][CH2:14][CH2:2][CH2:3][CH2:4][CH2:12][CH2:11][CH3:10])([CH2:16][CH2:17][CH2:18][CH2:19][CH2:20][CH2:21][CH2:22][CH3:23])[C:4]=2[CH:3]=1. The yield is 0.850. (2) The reactants are [CH3:1][N:2]1[CH2:7][CH2:6][CH:5]([N:8]([C:22]2[CH:27]=[CH:26][CH:25]=[CH:24][CH:23]=2)[C:9]2[CH:21]=[CH:20][C:12]([C:13]([N:15]([CH2:18][CH3:19])[CH2:16][CH3:17])=[O:14])=[CH:11][CH:10]=2)[CH:4]([CH3:28])[CH2:3]1.ClC(O[C:33]1C=CC=C[CH:34]=1)=O.[OH-].[Na+].C(C1C=C(OC)C=C(C(C)(C)C)C=1C1C=C(N(C2C=CC=CC=2)C2CCN(C)CC2C)C=CC=1C([O-])=O)(C)(C)C.C(Br)C=C. The catalyst is ClCCCl.C(O)C.C(N(CC)CC)C.C(O)C.C(O)(C)C.O.CO. The product is [CH2:1]([N:2]1[CH2:7][CH2:6][CH:5]([N:8]([C:22]2[CH:23]=[CH:24][CH:25]=[CH:26][CH:27]=2)[C:9]2[CH:21]=[CH:20][C:12]([C:13]([N:15]([CH2:18][CH3:19])[CH2:16][CH3:17])=[O:14])=[CH:11][CH:10]=2)[CH:4]([CH3:28])[CH2:3]1)[CH:33]=[CH2:34]. The yield is 0.930. (3) The reactants are CS(C)=O.[Cl:5][C:6]1[C:11]([CH:12]([OH:16])[CH:13]([CH3:15])[CH3:14])=[C:10]([Cl:17])[CH:9]=[CH:8][N:7]=1.C(Cl)(=O)C(Cl)=O.C(N(CC)CC)C. The catalyst is ClCCl. The product is [Cl:5][C:6]1[C:11]([C:12](=[O:16])[CH:13]([CH3:15])[CH3:14])=[C:10]([Cl:17])[CH:9]=[CH:8][N:7]=1. The yield is 0.860. (4) The reactants are Cl[C:2]1[N:3]=[C:4]([O:12][C:13]2[C:18]([CH3:19])=[CH:17][C:16]([CH3:20])=[CH:15][C:14]=2[CH3:21])[C:5]2[N:10]([CH3:11])[CH:9]=[CH:8][C:6]=2[N:7]=1.[NH2:22][C:23]1[CH:30]=[CH:29][C:26]([C:27]#[N:28])=[CH:25][CH:24]=1.C(O)(C(F)(F)F)=O. The catalyst is O. The product is [C:14]1([CH3:21])[CH:15]=[C:16]([CH3:20])[CH:17]=[C:18]([CH3:19])[C:13]=1[O:12][C:4]1[C:5]2[N:10]([CH3:11])[CH:9]=[CH:8][C:6]=2[N:7]=[C:2]([NH:22][C:23]2[CH:30]=[CH:29][C:26]([C:27]#[N:28])=[CH:25][CH:24]=2)[N:3]=1. The yield is 0.950. (5) The reactants are [C:1]([C:5]1[CH:10]=[C:9]([C:11]2[N:12]=[C:13]([CH2:16]O)[S:14][CH:15]=2)[CH:8]=[C:7]([C:18]([CH3:21])([CH3:20])[CH3:19])[C:6]=1[OH:22])([CH3:4])([CH3:3])[CH3:2].C(Br)(Br)(Br)[Br:24].C1C=CC(P(C2C=CC=CC=2)C2C=CC=CC=2)=CC=1. The catalyst is ClCCl. The product is [Br:24][CH2:16][C:13]1[S:14][CH:15]=[C:11]([C:9]2[CH:10]=[C:5]([C:1]([CH3:4])([CH3:3])[CH3:2])[C:6]([OH:22])=[C:7]([C:18]([CH3:21])([CH3:20])[CH3:19])[CH:8]=2)[N:12]=1. The yield is 0.920.